Dataset: Peptide-MHC class II binding affinity with 134,281 pairs from IEDB. Task: Regression. Given a peptide amino acid sequence and an MHC pseudo amino acid sequence, predict their binding affinity value. This is MHC class II binding data. (1) The peptide sequence is YDKFLANVSTVLTMK. The MHC is DRB1_1001 with pseudo-sequence DRB1_1001. The binding affinity (normalized) is 0.687. (2) The peptide sequence is ATQARAAAAAFEQAH. The MHC is HLA-DQA10501-DQB10201 with pseudo-sequence HLA-DQA10501-DQB10201. The binding affinity (normalized) is 0.437.